Dataset: Forward reaction prediction with 1.9M reactions from USPTO patents (1976-2016). Task: Predict the product of the given reaction. Given the reactants [OH:1][C@H:2]1[CH2:6][N:5]([C:7](=[O:12])[C@@H:8]([NH:10][CH3:11])[CH3:9])[C@H:4]([C:13]([NH:15][CH2:16][C:17]2[CH:22]=[CH:21][C:20]([C:23]3[S:27][CH:26]=[N:25][C:24]=3[CH3:28])=[CH:19][CH:18]=2)=[O:14])[CH2:3]1.[CH3:29][O:30][CH2:31][CH2:32][C:33]([OH:35])=O.CCN(C(C)C)C(C)C.CN(C(ON1N=NC2C=CC=NC1=2)=[N+](C)C)C.F[P-](F)(F)(F)(F)F, predict the reaction product. The product is: [OH:1][C@H:2]1[CH2:6][N:5]([C:7](=[O:12])[C@@H:8]([N:10]([CH3:11])[C:33](=[O:35])[CH2:32][CH2:31][O:30][CH3:29])[CH3:9])[C@H:4]([C:13]([NH:15][CH2:16][C:17]2[CH:22]=[CH:21][C:20]([C:23]3[S:27][CH:26]=[N:25][C:24]=3[CH3:28])=[CH:19][CH:18]=2)=[O:14])[CH2:3]1.